This data is from Reaction yield outcomes from USPTO patents with 853,638 reactions. The task is: Predict the reaction yield, written as a fraction of the theoretical maximum amount of product (1.0 means a 100% yield; for example, 0.34 means a 34% yield). (1) The reactants are [C:1]([N:5]1[C:9]2[CH:10]=[CH:11][C:12]([C:14]3[CH:15]=[N:16][C:17]([NH2:20])=[N:18][CH:19]=3)=[CH:13][C:8]=2[N:7]=[C:6]1[C:21]1[CH:26]=[CH:25][CH:24]=[CH:23][C:22]=1I)([CH3:4])([CH3:3])[CH3:2].[CH3:28][C:29]1[O:30][CH:31]=[C:32]([CH3:34])[N:33]=1.C1C=CC(P(C2C=CC=CC=2)C2C=CC=CC=2)=CC=1.C([O-])([O-])=O.[Cs+].[Cs+]. The catalyst is CN(C=O)C.CCOC(C)=O.O.C([O-])(=O)C.[Pd+2].C([O-])(=O)C. The product is [C:1]([N:5]1[C:9]2[CH:10]=[CH:11][C:12]([C:14]3[CH:15]=[N:16][C:17]([NH2:20])=[N:18][CH:19]=3)=[CH:13][C:8]=2[N:7]=[C:6]1[C:21]1[CH:26]=[CH:25][CH:24]=[CH:23][C:22]=1[C:31]1[O:30][C:29]([CH3:28])=[N:33][C:32]=1[CH3:34])([CH3:4])([CH3:3])[CH3:2]. The yield is 0.410. (2) The catalyst is ClCCl. The product is [C:1]([O:5][C:6]([N:8]1[CH2:13][CH2:12][CH:11]([O:14][C:18]2[CH:19]=[CH:20][C:21]([N+:23]([O-:25])=[O:24])=[CH:22][C:17]=2[C:16]([F:15])([F:27])[F:28])[CH2:10][CH2:9]1)=[O:7])([CH3:4])([CH3:2])[CH3:3]. The reactants are [C:1]([O:5][C:6]([N:8]1[CH2:13][CH2:12][CH:11]([OH:14])[CH2:10][CH2:9]1)=[O:7])([CH3:4])([CH3:3])[CH3:2].[F:15][C:16]([F:28])([F:27])[C:17]1[CH:22]=[C:21]([N+:23]([O-:25])=[O:24])[CH:20]=[CH:19][C:18]=1O.FC(F)(F)C1C=C([N+]([O-])=O)C=CC=1.C1(P(C2C=CC=CC=2)C2C=CC=CC=2)C=CC=CC=1.N(C(OCC)=O)=NC(OCC)=O. The yield is 0.880. (3) The reactants are [N+:1](/[CH:4]=[CH:5]/[C:6]1[CH:11]=[CH:10][C:9]([O:12][C:13]2[CH:18]=[CH:17][CH:16]=[CH:15][CH:14]=2)=[CH:8][CH:7]=1)([O-:3])=[O:2].[BH4-].[Na+].O. The catalyst is CO. The product is [N+:1]([CH2:4][CH2:5][C:6]1[CH:11]=[CH:10][C:9]([O:12][C:13]2[CH:18]=[CH:17][CH:16]=[CH:15][CH:14]=2)=[CH:8][CH:7]=1)([O-:3])=[O:2]. The yield is 0.280. (4) The reactants are [CH:1]1([C:6](Cl)=[O:7])[CH2:5][CH2:4][CH2:3][CH2:2]1.[F:9][C:10]1[N:34]=[CH:33][C:13]2[N:14]=[CH:15][N:16]=[C:17]([NH:18][C:19]3[CH:24]=[CH:23][C:22]([O:25][CH:26]4[CH2:31][CH2:30][NH:29][CH2:28][CH2:27]4)=[C:21]([CH3:32])[CH:20]=3)[C:12]=2[CH:11]=1.CCN(CC)CC. The catalyst is C(Cl)Cl. The product is [CH:1]1([C:6]([N:29]2[CH2:28][CH2:27][CH:26]([O:25][C:22]3[CH:23]=[CH:24][C:19]([NH:18][C:17]4[C:12]5[CH:11]=[C:10]([F:9])[N:34]=[CH:33][C:13]=5[N:14]=[CH:15][N:16]=4)=[CH:20][C:21]=3[CH3:32])[CH2:31][CH2:30]2)=[O:7])[CH2:5][CH2:4][CH2:3][CH2:2]1. The yield is 0.700. (5) The product is [CH3:8][O:9][C:10]1[CH:15]=[CH:14][C:13]([CH3:16])=[CH:12][C:11]=1[NH:17][C:18](=[O:19])[NH:20][C:21]1[CH:26]=[CH:25][C:24]([N:27]2[CH2:28][CH2:29][N:30]([C:6]([NH2:5])=[O:7])[CH2:31][CH2:32]2)=[CH:23][CH:22]=1. The reactants are C[Si]([N:5]=[C:6]=[O:7])(C)C.[CH3:8][O:9][C:10]1[CH:15]=[CH:14][C:13]([CH3:16])=[CH:12][C:11]=1[NH:17][C:18]([NH:20][C:21]1[CH:26]=[CH:25][C:24]([N:27]2[CH2:32][CH2:31][NH:30][CH2:29][CH2:28]2)=[CH:23][CH:22]=1)=[O:19].CO. The catalyst is O1CCCC1. The yield is 0.690. (6) The product is [Br:1][C:2]1[CH:7]=[C:6]([F:8])[C:5]([CH3:9])=[CH:4][C:3]=1[O:10][C@H:17]([CH2:12][CH:13]=[CH2:14])[CH3:16]. The yield is 0.590. The reactants are [Br:1][C:2]1[CH:7]=[C:6]([F:8])[C:5]([CH3:9])=[CH:4][C:3]=1[OH:10].Br[C:12]1[CH:17]=[CH:16]C(F)=[CH:14][C:13]=1O[C@H](CC=C)C. No catalyst specified. (7) The reactants are [C:1]([NH:9][NH2:10])(=[O:8])[C:2]1[CH:7]=[CH:6][CH:5]=[CH:4][CH:3]=1.[N:11]1[CH:16]=[CH:15][C:14]([O:17][C:18]2[CH:23]=[CH:22][C:21]([NH:24][C:25](=O)[O:26]C3C=CC([N+]([O-])=O)=CC=3)=[CH:20][CH:19]=2)=[CH:13][CH:12]=1. No catalyst specified. The product is [C:1]([NH:9][NH:10][C:25]([NH:24][C:21]1[CH:20]=[CH:19][C:18]([O:17][C:14]2[CH:15]=[CH:16][N:11]=[CH:12][CH:13]=2)=[CH:23][CH:22]=1)=[O:26])(=[O:8])[C:2]1[CH:7]=[CH:6][CH:5]=[CH:4][CH:3]=1. The yield is 0.120. (8) The reactants are [CH2:1]([O:8][C:9]1[C:10]([C:23](O)=[O:24])=[N:11][CH:12]=[C:13]([O:15][CH2:16][C:17]2[CH:22]=[CH:21][CH:20]=[CH:19][CH:18]=2)[CH:14]=1)[C:2]1[CH:7]=[CH:6][CH:5]=[CH:4][CH:3]=1.[CH3:26]N(C)CCCN=C=NCC.ON1C2C=CC=CC=2N=N1.[NH2:47][C:48]([CH3:53])([CH3:52])[C:49]([OH:51])=[O:50]. The catalyst is CN(C=O)C. The product is [CH3:26][O:50][C:49](=[O:51])[C:48]([NH:47][C:23]([C:10]1[C:9]([O:8][CH2:1][C:2]2[CH:7]=[CH:6][CH:5]=[CH:4][CH:3]=2)=[CH:14][C:13]([O:15][CH2:16][C:17]2[CH:18]=[CH:19][CH:20]=[CH:21][CH:22]=2)=[CH:12][N:11]=1)=[O:24])([CH3:53])[CH3:52]. The yield is 0.450. (9) The reactants are [CH2:1]([C:8]1[C:13]([O:14]COC)=[CH:12][CH:11]=[CH:10][C:9]=1[O:18]COC)[C:2]1[CH:7]=[CH:6][CH:5]=[CH:4][CH:3]=1.Cl.O. The catalyst is CO. The product is [CH2:1]([C:8]1[C:9]([OH:18])=[CH:10][CH:11]=[CH:12][C:13]=1[OH:14])[C:2]1[CH:3]=[CH:4][CH:5]=[CH:6][CH:7]=1. The yield is 0.990. (10) The reactants are [NH2:1][C:2]1[C:10]([Cl:11])=[CH:9][C:5]([C:6]([OH:8])=O)=[C:4]([O:12][CH3:13])[CH:3]=1.CN1CCOCC1.ClC(OCC(C)C)=O.[N:29]1([CH2:34][CH2:35][CH2:36][N:37]2[CH2:42][CH2:41][CH:40]([CH2:43][NH2:44])[CH2:39][CH2:38]2)[CH:33]=[CH:32][N:31]=[N:30]1. The catalyst is ClCCl.O.C(N(CC)CC)C. The product is [N:29]1([CH2:34][CH2:35][CH2:36][N:37]2[CH2:38][CH2:39][CH:40]([CH2:43][NH:44][C:6](=[O:8])[C:5]3[CH:9]=[C:10]([Cl:11])[C:2]([NH2:1])=[CH:3][C:4]=3[O:12][CH3:13])[CH2:41][CH2:42]2)[CH:33]=[CH:32][N:31]=[N:30]1. The yield is 1.00.